The task is: Regression. Given two drug SMILES strings and cell line genomic features, predict the synergy score measuring deviation from expected non-interaction effect.. This data is from NCI-60 drug combinations with 297,098 pairs across 59 cell lines. (1) Drug 1: CC1C(C(CC(O1)OC2CC(CC3=C2C(=C4C(=C3O)C(=O)C5=CC=CC=C5C4=O)O)(C(=O)C)O)N)O. Drug 2: CC1C(C(CC(O1)OC2CC(CC3=C2C(=C4C(=C3O)C(=O)C5=C(C4=O)C(=CC=C5)OC)O)(C(=O)CO)O)N)O.Cl. Cell line: OVCAR-5. Synergy scores: CSS=34.8, Synergy_ZIP=-6.34, Synergy_Bliss=-6.57, Synergy_Loewe=-9.52, Synergy_HSA=-2.41. (2) Drug 1: C1CCC(C1)C(CC#N)N2C=C(C=N2)C3=C4C=CNC4=NC=N3. Drug 2: CC12CCC3C(C1CCC2O)C(CC4=C3C=CC(=C4)O)CCCCCCCCCS(=O)CCCC(C(F)(F)F)(F)F. Cell line: SF-295. Synergy scores: CSS=3.92, Synergy_ZIP=3.93, Synergy_Bliss=1.81, Synergy_Loewe=2.01, Synergy_HSA=1.76. (3) Drug 1: CC1=C(C(CCC1)(C)C)C=CC(=CC=CC(=CC(=O)O)C)C. Drug 2: C1CN1C2=NC(=NC(=N2)N3CC3)N4CC4. Cell line: CAKI-1. Synergy scores: CSS=55.1, Synergy_ZIP=-3.41, Synergy_Bliss=0.879, Synergy_Loewe=-11.4, Synergy_HSA=3.72.